The task is: Predict the reaction yield, written as a fraction of the theoretical maximum amount of product (1.0 means a 100% yield; for example, 0.34 means a 34% yield).. This data is from Reaction yield outcomes from USPTO patents with 853,638 reactions. The reactants are [C:1]([C:3]1[CH:39]=[CH:38][C:6]2[N:7](C(C3CCOCC3)=O)[C:8](=[O:29])[C@@H:9]([NH:21][C:22](=[O:28])[O:23][C:24]([CH3:27])([CH3:26])[CH3:25])[C@H:10]([CH3:20])[N:11]([C:12]([CH:14]3[CH2:19][CH2:18][O:17][CH2:16][CH2:15]3)=[O:13])[C:5]=2[CH:4]=1)#[N:2].[OH-].[Na+]. The catalyst is CO.CCOC(C)=O. The product is [C:1]([C:3]1[CH:39]=[CH:38][C:6]2[NH:7][C:8](=[O:29])[C@@H:9]([NH:21][C:22](=[O:28])[O:23][C:24]([CH3:27])([CH3:25])[CH3:26])[C@H:10]([CH3:20])[N:11]([C:12]([CH:14]3[CH2:19][CH2:18][O:17][CH2:16][CH2:15]3)=[O:13])[C:5]=2[CH:4]=1)#[N:2]. The yield is 0.520.